Dataset: Drug half-life prediction data from Obach et al.. Task: Regression/Classification. Given a drug SMILES string, predict its absorption, distribution, metabolism, or excretion properties. Task type varies by dataset: regression for continuous measurements (e.g., permeability, clearance, half-life) or binary classification for categorical outcomes (e.g., BBB penetration, CYP inhibition). For this dataset (half_life_obach), we predict log10(half-life) (log10 of half-life in hours). The compound is Cc1cn([C@H]2C=C[C@@H](CO)O2)c(=O)[nH]c1=O. The log10(half-life) is 0.150.